Dataset: Retrosynthesis with 50K atom-mapped reactions and 10 reaction types from USPTO. Task: Predict the reactants needed to synthesize the given product. (1) Given the product CC(C)(C)OC(=O)N1CCC(Oc2cc(Cl)ncn2)CC1, predict the reactants needed to synthesize it. The reactants are: CC(C)(C)OC(=O)N1CCC(O)CC1.Clc1cc(Cl)ncn1. (2) Given the product CCOC(=O)c1ccc(Oc2ccc(Br)c(C3OCCO3)c2)cc1OC, predict the reactants needed to synthesize it. The reactants are: CCOC(=O)c1ccc(F)cc1OC.Oc1ccc(Br)c(C2OCCO2)c1. (3) Given the product NC(=O)Cc1cccc2c(=O)cc(C3=CCCCC3)oc12, predict the reactants needed to synthesize it. The reactants are: O=C(O)Cc1cccc2c(=O)cc(C3=CCCCC3)oc12.[N-]=[N+]=NP(=O)(c1ccccc1)c1ccccc1.